From a dataset of Forward reaction prediction with 1.9M reactions from USPTO patents (1976-2016). Predict the product of the given reaction. (1) The product is: [CH3:4][O:8][N:9]([CH3:10])[C:32]([CH:29]1[CH2:30][CH2:31][C:26]([F:35])([F:25])[CH2:27][CH2:28]1)=[O:33]. Given the reactants CN([C:4]([O:8][N:9]1N=NC2C=CC=N[C:10]1=2)=[N+](C)C)C.F[P-](F)(F)(F)(F)F.[F:25][C:26]1([F:35])[CH2:31][CH2:30][CH:29]([C:32](O)=[O:33])[CH2:28][CH2:27]1.C(N(C(C)C)CC)(C)C.Cl.CONC, predict the reaction product. (2) Given the reactants [Cl-].[Li+].C(OP([CH2:11][C:12]([O:14][CH2:15][CH3:16])=[O:13])(OCC)=O)C.[CH2:17]1[CH2:27][CH2:26]N2C(=NCCC2)[CH2:19][CH2:18]1.C1(C=O)CCC1, predict the reaction product. The product is: [CH:18]1(/[CH:19]=[CH:11]/[C:12]([O:14][CH2:15][CH3:16])=[O:13])[CH2:17][CH2:27][CH2:26]1.